This data is from Catalyst prediction with 721,799 reactions and 888 catalyst types from USPTO. The task is: Predict which catalyst facilitates the given reaction. (1) Reactant: [C:1]([C:3]1[CH:4]=[N:5][C:6]([CH:12]([F:14])[F:13])=[C:7]([CH:11]=1)[C:8]([NH2:10])=[O:9])#[N:2].C(Cl)(=O)[C:16](Cl)=[O:17]. Product: [C:1]([C:3]1[CH:4]=[N:5][C:6]([CH:12]([F:14])[F:13])=[C:7]([CH:11]=1)[C:8]([N:10]=[C:16]=[O:17])=[O:9])#[N:2]. The catalyst class is: 2. (2) Reactant: [Cl:1][C:2]1[CH:7]=[CH:6][C:5]([C:8]2[CH:9]=[C:10]3[C:24]([N:25](C)[C:26](=O)C(F)(F)F)=[C:23]([C:33](=[O:38])[C:34]([CH3:37])([CH3:36])[CH3:35])[O:22][C:11]3=[N:12][C:13]=2[C:14]2[CH:19]=[CH:18][C:17]([Cl:20])=[CH:16][C:15]=2[Cl:21])=[CH:4][CH:3]=1.C(=O)([O-])[O-].[K+].[K+]. Product: [Cl:1][C:2]1[CH:3]=[CH:4][C:5]([C:8]2[CH:9]=[C:10]3[C:24]([NH:25][CH3:26])=[C:23]([C:33](=[O:38])[C:34]([CH3:36])([CH3:35])[CH3:37])[O:22][C:11]3=[N:12][C:13]=2[C:14]2[CH:19]=[CH:18][C:17]([Cl:20])=[CH:16][C:15]=2[Cl:21])=[CH:6][CH:7]=1. The catalyst class is: 24. (3) Reactant: C(NC(C)C)(C)C.C([Li])CCC.[C:13]([O:17][C:18]([N:20]1[CH2:25][CH2:24][CH:23]([CH2:26][C:27]([O:29][CH2:30][CH3:31])=[O:28])[CH2:22][CH2:21]1)=[O:19])([CH3:16])([CH3:15])[CH3:14].[CH:32](=[O:34])[CH3:33]. Product: [C:13]([O:17][C:18]([N:20]1[CH2:25][CH2:24][CH:23]([CH:26]([CH:32]([OH:34])[CH3:33])[C:27]([O:29][CH2:30][CH3:31])=[O:28])[CH2:22][CH2:21]1)=[O:19])([CH3:16])([CH3:15])[CH3:14]. The catalyst class is: 1. (4) Reactant: C(OC([N:8]1[CH2:13][CH2:12][N:11]([C:14]2[C:19]3[N:20]([CH2:33][C:34]4[CH:39]=[CH:38][CH:37]=[CH:36][CH:35]=4)[C:21](=[O:32])[N:22]([CH2:23][C:24]4[CH:29]=[CH:28][CH:27]=[CH:26][C:25]=4[C:30]#[N:31])[C:18]=3[C:17]([O:40][C:41]3[CH:46]=[CH:45][CH:44]=[CH:43][C:42]=3[C:47](=[O:49])[NH2:48])=[CH:16][N:15]=2)[CH2:10][CH2:9]1)=O)(C)(C)C.C1(C)C=CC=CC=1.[F:57][C:58]([F:63])([F:62])[C:59]([OH:61])=[O:60]. Product: [F:57][C:58]([F:63])([F:62])[C:59]([OH:61])=[O:60].[CH2:33]([N:20]1[C:19]2[C:14]([N:11]3[CH2:10][CH2:9][NH:8][CH2:13][CH2:12]3)=[N:15][CH:16]=[C:17]([O:40][C:41]3[CH:46]=[CH:45][CH:44]=[CH:43][C:42]=3[C:47]([NH2:48])=[O:49])[C:18]=2[N:22]([CH2:23][C:24]2[CH:29]=[CH:28][CH:27]=[CH:26][C:25]=2[C:30]#[N:31])[C:21]1=[O:32])[C:34]1[CH:39]=[CH:38][CH:37]=[CH:36][CH:35]=1. The catalyst class is: 4. (5) Reactant: [CH3:1][O:2][C:3](=[O:14])[CH:4]=[CH:5][C:6]1[CH:11]=[CH:10][C:9]([CH3:12])=[CH:8][C:7]=1[CH3:13]. Product: [CH3:1][O:2][C:3](=[O:14])[CH2:4][CH2:5][C:6]1[CH:11]=[CH:10][C:9]([CH3:12])=[CH:8][C:7]=1[CH3:13]. The catalyst class is: 5. (6) Reactant: [C:1]1([C:7]2[CH:8]=[CH:9][C:10]3[N:11]([C:13]([CH2:16][OH:17])=[CH:14][N:15]=3)[N:12]=2)[CH:6]=[CH:5][CH:4]=[CH:3][CH:2]=1.Cl[C:19]1[C:28]2[C:23](=[CH:24][C:25]([O:29][CH3:30])=[CH:26][CH:27]=2)[N:22]=[CH:21][CH:20]=1.C([O-])([O-])=O.[Cs+].[Cs+].CS(C)=O. Product: [CH3:30][O:29][C:25]1[CH:24]=[C:23]2[C:28]([C:19]([O:17][CH2:16][C:13]3[N:11]4[N:12]=[C:7]([C:1]5[CH:2]=[CH:3][CH:4]=[CH:5][CH:6]=5)[CH:8]=[CH:9][C:10]4=[N:15][CH:14]=3)=[CH:20][CH:21]=[N:22]2)=[CH:27][CH:26]=1. The catalyst class is: 6.